From a dataset of Forward reaction prediction with 1.9M reactions from USPTO patents (1976-2016). Predict the product of the given reaction. (1) The product is: [Cl:6][C:7]1[CH:8]=[C:9]([N:15]2[C:19]([CH3:20])=[C:18]([CH2:21][C:22]3[CH:27]=[CH:26][C:25]([C:28]([NH:29][CH2:30][C:31]([OH:34])([CH3:33])[CH3:32])=[O:35])=[CH:24][CH:23]=3)[C:17]([CH2:36][OH:37])=[N:16]2)[CH:10]=[CH:11][C:12]=1[C:13]#[N:14]. Given the reactants [BH4-].[Na+].[Cl-].[Ca+2].[Cl-].[Cl:6][C:7]1[CH:8]=[C:9]([N:15]2[C:19]([CH3:20])=[C:18]([CH2:21][C:22]3[CH:27]=[CH:26][C:25]([C:28](=[O:35])[NH:29][CH2:30][C:31]([OH:34])([CH3:33])[CH3:32])=[CH:24][CH:23]=3)[C:17]([C:36](OCC)=[O:37])=[N:16]2)[CH:10]=[CH:11][C:12]=1[C:13]#[N:14].C(O)(=O)CC(CC(O)=O)(C(O)=O)O, predict the reaction product. (2) Given the reactants [F:1][C:2]1([F:25])[CH2:7][CH2:6][N:5]([C:8]([C:10]2[N:11]=[C:12]([C:15]([N:17](C(=O)C(O)(C)C)[NH2:18])=[O:16])[S:13][CH:14]=2)=[O:9])[CH2:4][CH2:3]1.Br[C:27]1[CH:32]=[CH:31][C:30]([C:33]([OH:42])([C:38]([F:41])([F:40])[F:39])[C:34]([F:37])([F:36])[F:35])=[CH:29][C:28]=1[CH:43]([F:45])[F:44].CC([O-])=[O:48].[K+].[C:51](O)(=O)[C:52]([CH3:55])(C)[CH3:53].F[B-](F)(F)F.C1([PH+](C2CCCCC2)C2CCCCC2)CCCCC1, predict the reaction product. The product is: [F:44][CH:43]([F:45])[C:28]1[CH:29]=[C:30]([C:33]([OH:42])([C:38]([F:41])([F:40])[F:39])[C:34]([F:37])([F:36])[F:35])[CH:31]=[CH:32][C:27]=1[C:14]1[S:13][C:12]([C:15]2[O:16][C:51]([C:52]([OH:48])([CH3:55])[CH3:53])=[N:18][N:17]=2)=[N:11][C:10]=1[C:8]([N:5]1[CH2:4][CH2:3][C:2]([F:1])([F:25])[CH2:7][CH2:6]1)=[O:9]. (3) Given the reactants [CH3:1][O:2][C:3]([C:5]1[CH:6]=[C:7]2[C:11](=[CH:12][CH:13]=1)[NH:10][CH:9]=[C:8]2[C:14]1([C:18]#[N:19])[CH2:17][CH2:16][CH2:15]1)=[O:4], predict the reaction product. The product is: [CH3:1][O:2][C:3]([C:5]1[CH:6]=[C:7]2[C:11](=[CH:12][CH:13]=1)[NH:10][CH:9]=[C:8]2[C:14]1([CH2:18][NH2:19])[CH2:15][CH2:16][CH2:17]1)=[O:4]. (4) Given the reactants [CH3:1][O:2][C:3]1[CH:11]=[CH:10][C:6]([CH2:7][C:8]#[N:9])=[CH:5][CH:4]=1.C[O-].[Na+].[C:15]1(=[O:21])[CH2:20][CH2:19][CH2:18][CH2:17][CH2:16]1, predict the reaction product. The product is: [C:8]([CH:7]([C:6]1[CH:10]=[CH:11][C:3]([O:2][CH3:1])=[CH:4][CH:5]=1)[C:15]1([OH:21])[CH2:20][CH2:19][CH2:18][CH2:17][CH2:16]1)#[N:9]. (5) Given the reactants [Si:1]([O:8][C@@H:9]([CH2:14][CH2:15]O)[C:10]([O:12][CH3:13])=[O:11])([C:4]([CH3:7])([CH3:6])[CH3:5])([CH3:3])[CH3:2].C(N(CC)CC)C.[S:24](Cl)([CH3:27])(=[O:26])=[O:25], predict the reaction product. The product is: [Si:1]([O:8][C@@H:9]([CH2:14][CH2:15][S:24]([CH3:27])(=[O:26])=[O:25])[C:10]([O:12][CH3:13])=[O:11])([C:4]([CH3:7])([CH3:6])[CH3:5])([CH3:3])[CH3:2]. (6) Given the reactants C(=O)([O-])[O-].[K+].[K+].C([O:10][CH:11]1[C:12]([O:54][CH:55]([O:57][CH2:58][CH3:59])[CH3:56])([CH3:53])[CH2:13][CH2:14][CH:15]([O:47][CH:48]([O:50][CH2:51][CH3:52])[CH3:49])[CH2:16][C:17]([O:19][CH:20](/[C:25](/[CH3:46])=[CH:26]/[CH:27]=[CH:28]/[CH:29]([CH3:45])[CH2:30][CH:31]2[O:44][CH:32]2[CH:33]([CH3:43])[CH:34]([O:37][CH:38]([O:40][CH2:41][CH3:42])[CH3:39])[CH2:35][CH3:36])[CH:21]([CH3:24])[CH:22]=[CH:23]1)=[O:18])(=O)C.C(O)(=O)C.C(OCC)(=O)C, predict the reaction product. The product is: [CH2:51]([O:50][CH:48]([O:47][CH:15]1[CH2:14][CH2:13][C:12]([O:54][CH:55]([O:57][CH2:58][CH3:59])[CH3:56])([CH3:53])[CH:11]([OH:10])[CH:23]=[CH:22][CH:21]([CH3:24])[CH:20](/[C:25](/[CH3:46])=[CH:26]/[CH:27]=[CH:28]/[CH:29]([CH3:45])[CH2:30][CH:31]2[O:44][CH:32]2[CH:33]([CH3:43])[CH:34]([O:37][CH:38]([O:40][CH2:41][CH3:42])[CH3:39])[CH2:35][CH3:36])[O:19][C:17](=[O:18])[CH2:16]1)[CH3:49])[CH3:52]. (7) Given the reactants [F:1][C:2]1[C:3]([NH:22][CH3:23])=[CH:4][C:5]2[O:10][CH2:9][N:8]([C:11]3[CH:19]=[CH:18][C:14]([C:15](O)=[O:16])=[CH:13][CH:12]=3)[C:7](=[O:20])[C:6]=2[CH:21]=1.Cl.CN(C)CCCN=C=NCC.[Cl:36][C:37]1[S:41][C:40]([S:42]([NH2:45])(=[O:44])=[O:43])=[CH:39][CH:38]=1, predict the reaction product. The product is: [Cl:36][C:37]1[S:41][C:40]([S:42]([NH:45][C:15](=[O:16])[C:14]2[CH:18]=[CH:19][C:11]([N:8]3[C:7](=[O:20])[C:6]4[CH:21]=[C:2]([F:1])[C:3]([NH:22][CH3:23])=[CH:4][C:5]=4[O:10][CH2:9]3)=[CH:12][CH:13]=2)(=[O:44])=[O:43])=[CH:39][CH:38]=1. (8) Given the reactants [O:1]=[C:2]1[C:10]2[C:5](=[C:6]([N:11]3[CH2:16][CH2:15][CH2:14][C@@H:13]([C:17](O)=[O:18])[CH2:12]3)[CH:7]=[CH:8][CH:9]=2)[C:4](=[O:20])[N:3]1[CH2:21][C:22]1[CH:27]=[CH:26][N:25]=[CH:24][CH:23]=1.[CH3:28][O:29][C:30]1[C:31]([NH2:36])=[CH:32][CH:33]=[CH:34][CH:35]=1.F[P-](F)(F)(F)(F)F.N1(O[P+](N(C)C)(N(C)C)N(C)C)C2C=CC=CC=2N=N1, predict the reaction product. The product is: [CH3:28][O:29][C:30]1[CH:35]=[CH:34][CH:33]=[CH:32][C:31]=1[NH:36][C:17]([C@@H:13]1[CH2:14][CH2:15][CH2:16][N:11]([C:6]2[CH:7]=[CH:8][CH:9]=[C:10]3[C:5]=2[C:4](=[O:20])[N:3]([CH2:21][C:22]2[CH:27]=[CH:26][N:25]=[CH:24][CH:23]=2)[C:2]3=[O:1])[CH2:12]1)=[O:18]. (9) Given the reactants Cl.C(N=C=N[CH2:7][CH2:8][CH2:9][N:10]([CH3:12])[CH3:11])C.[CH2:13]([N:15](CC)CC)[CH3:14].[CH:20]([C:22]1[NH:26][C:25]([CH3:27])=[C:24]([C:28]([OH:30])=O)[C:23]=1[CH3:31])=[O:21].ON1[C:37]2C=CC=C[C:36]=2N=N1.[CH3:42][N:43]([CH:45]=[O:46])C, predict the reaction product. The product is: [CH3:12][N:10]([CH3:11])[C:9]1[CH:8]=[CH:7][C:42]([NH:43][C:45](=[O:46])[CH:13]([NH:15][C:28]([C:24]2[C:23]([CH3:31])=[C:22]([CH:20]=[O:21])[NH:26][C:25]=2[CH3:27])=[O:30])[CH3:14])=[CH:37][CH:36]=1. (10) Given the reactants [C:1]([O:5][C:6](=[O:27])[N:7]([CH2:9][CH2:10][N:11]1[C:19]2[C:14](=[CH:15][CH:16]=[C:17]([Cl:20])[CH:18]=2)[C:13]([C:21](=[O:26])C(F)(F)F)=[CH:12]1)[CH3:8])([CH3:4])([CH3:3])[CH3:2].[H-].[Na+].[OH2:30], predict the reaction product. The product is: [C:1]([O:5][C:6]([N:7]([CH3:8])[CH2:9][CH2:10][N:11]1[C:19]2[C:14](=[CH:15][CH:16]=[C:17]([Cl:20])[CH:18]=2)[C:13]([C:21]([OH:26])=[O:30])=[CH:12]1)=[O:27])([CH3:3])([CH3:4])[CH3:2].